From a dataset of Full USPTO retrosynthesis dataset with 1.9M reactions from patents (1976-2016). Predict the reactants needed to synthesize the given product. (1) Given the product [CH3:9][O:8][C:6]1[N:7]=[C:2]([C:12]2[CH:17]=[CH:16][CH:15]=[CH:14][CH:13]=2)[N:3]=[C:4]([NH:10][CH3:11])[N:5]=1, predict the reactants needed to synthesize it. The reactants are: Cl[C:2]1[N:7]=[C:6]([O:8][CH3:9])[N:5]=[C:4]([NH:10][CH3:11])[N:3]=1.[C:12]1(B(O)O)[CH:17]=[CH:16][CH:15]=[CH:14][CH:13]=1.C(=O)([O-])[O-].[Na+].[Na+]. (2) Given the product [CH2:10]([N:3]1[C:2]([CH3:1])=[C:6]([CH:7]=[O:8])[N:5]=[CH:4]1)[CH3:11], predict the reactants needed to synthesize it. The reactants are: [CH3:1][C:2]1[N:3]=[CH:4][NH:5][C:6]=1[CH:7]=[O:8].I[CH2:10][CH3:11].O. (3) Given the product [Cl:14][C:3]1[C:2]([I:1])=[CH:7][C:6]([N+:8]([O-:10])=[O:9])=[CH:5][N:4]=1, predict the reactants needed to synthesize it. The reactants are: [I:1][C:2]1[C:3](O)=[N:4][CH:5]=[C:6]([N+:8]([O-:10])=[O:9])[CH:7]=1.P(Cl)(Cl)([Cl:14])=O. (4) Given the product [F:17][C:14]1[CH:13]=[CH:12][C:11]([C:10]2[C:3]3[C:2]([NH:31][CH:28]4[CH2:29][CH2:30][O:25][CH2:26][CH2:27]4)=[N:7][CH:6]=[N:5][C:4]=3[N:8]([C:18]3[CH:19]=[C:20]([CH3:24])[CH:21]=[CH:22][CH:23]=3)[CH:9]=2)=[CH:16][CH:15]=1, predict the reactants needed to synthesize it. The reactants are: Cl[C:2]1[C:3]2[C:10]([C:11]3[CH:16]=[CH:15][C:14]([F:17])=[CH:13][CH:12]=3)=[CH:9][N:8]([C:18]3[CH:19]=[C:20]([CH3:24])[CH:21]=[CH:22][CH:23]=3)[C:4]=2[N:5]=[CH:6][N:7]=1.[O:25]1[CH2:30][CH2:29][CH:28]([NH2:31])[CH2:27][CH2:26]1. (5) Given the product [C:1]([C:3]1[C:4]([N:17]2[CH2:18][CH:19]([C:21]([NH:35][S:32]([CH2:31][C:28]3[CH:29]=[CH:30][C:25]([CH3:24])=[CH:26][CH:27]=3)(=[O:33])=[O:34])=[O:22])[CH2:20]2)=[N:5][C:6]([CH:14]([F:16])[F:15])=[C:7]([CH:8]=1)[C:9]([O:11][CH2:12][CH3:13])=[O:10])#[N:2], predict the reactants needed to synthesize it. The reactants are: [C:1]([C:3]1[C:4]([N:17]2[CH2:20][CH:19]([C:21](O)=[O:22])[CH2:18]2)=[N:5][C:6]([CH:14]([F:16])[F:15])=[C:7]([C:9]([O:11][CH2:12][CH3:13])=[O:10])[CH:8]=1)#[N:2].[CH3:24][C:25]1[CH:30]=[CH:29][C:28]([CH2:31][S:32]([NH2:35])(=[O:34])=[O:33])=[CH:27][CH:26]=1. (6) The reactants are: C1([C@@H]([NH:9][CH2:10][C@@H:11]2[C:13]3([CH2:18][CH2:17][N:16]([C:19]([O:21][C:22]([CH3:25])([CH3:24])[CH3:23])=[O:20])[CH2:15][CH2:14]3)[CH2:12]2)C)C=CC=CC=1. Given the product [NH2:9][CH2:10][C@@H:11]1[C:13]2([CH2:14][CH2:15][N:16]([C:19]([O:21][C:22]([CH3:25])([CH3:24])[CH3:23])=[O:20])[CH2:17][CH2:18]2)[CH2:12]1, predict the reactants needed to synthesize it.